From a dataset of Full USPTO retrosynthesis dataset with 1.9M reactions from patents (1976-2016). Predict the reactants needed to synthesize the given product. (1) Given the product [F:36][C:33]1[CH:34]=[CH:35][C:30]([NH:29][C:27]([NH:26][C:23]2[CH:22]=[CH:21][C:20]([O:19][C:18]3[C:13]4[CH:12]=[C:11]([CH2:9][OH:8])[NH:37][C:14]=4[N:15]=[CH:16][N:17]=3)=[CH:25][CH:24]=2)=[O:28])=[CH:31][CH:32]=1, predict the reactants needed to synthesize it. The reactants are: O1CCCC1.C([O:8][C:9]([C:11]1[NH:37][C:14]2[N:15]=[CH:16][N:17]=[C:18]([O:19][C:20]3[CH:25]=[CH:24][C:23]([NH:26][C:27]([NH:29][C:30]4[CH:35]=[CH:34][C:33]([F:36])=[CH:32][CH:31]=4)=[O:28])=[CH:22][CH:21]=3)[C:13]=2[CH:12]=1)=O)C.[H-].[Al+3].[Li+].[H-].[H-].[H-]. (2) Given the product [F:19][C:20]([F:31])([F:30])[C:21]1[CH:26]=[CH:25][C:24]([P:27]2(=[O:34])[C:6]3[CH2:7][CH2:8][C:1]2=[CH:2][CH:3]=[CH:4][CH:5]=3)=[CH:23][CH:22]=1.[PH3:27], predict the reactants needed to synthesize it. The reactants are: [CH:1]1[CH:8]=[CH:7][CH:6]=[CH:5][CH:4]=[CH:3][CH:2]=1.[Li].[Li].C1C=CC=CC=CC=1.[F:19][C:20]([F:31])([F:30])[C:21]1[CH:26]=[CH:25][C:24]([P:27](Cl)Cl)=[CH:23][CH:22]=1.C([O:34]CC)C. (3) Given the product [CH3:23][N:14]([C:8]1[CH:9]=[CH:10][CH:11]=[C:12]2[C:7]=1[NH:6][C:5]([C:3]1[N:27]=[C:24]([CH3:25])[S:26][CH:2]=1)=[CH:13]2)[S:15]([C:18]1[S:19][CH:20]=[CH:21][CH:22]=1)(=[O:17])=[O:16], predict the reactants needed to synthesize it. The reactants are: Cl[CH2:2][C:3]([C:5]1[NH:6][C:7]2[C:12]([CH:13]=1)=[CH:11][CH:10]=[CH:9][C:8]=2[N:14]([CH3:23])[S:15]([C:18]1[S:19][CH:20]=[CH:21][CH:22]=1)(=[O:17])=[O:16])=O.[C:24]([NH2:27])(=[S:26])[CH3:25].CN(C)C(=O)C. (4) The reactants are: [Cl:1][C:2]1[CH:3]=[CH:4][C:5]([O:23][CH3:24])=[C:6]([CH:22]=1)[C:7]([NH:9][CH2:10][CH2:11][CH:12]1[CH2:17][CH2:16][N:15]([S:18]([NH2:21])(=[O:20])=[O:19])[CH2:14][CH2:13]1)=[O:8].C(=O)([O-])[O-].[Cs+].[Cs+].[CH3:31][N:32]=[C:33]=[S:34]. Given the product [Cl:1][C:2]1[CH:3]=[CH:4][C:5]([O:23][CH3:24])=[C:6]([CH:22]=1)[C:7]([NH:9][CH2:10][CH2:11][CH:12]1[CH2:17][CH2:16][N:15]([S:18]([NH:21][C:33]([NH:32][CH3:31])=[S:34])(=[O:20])=[O:19])[CH2:14][CH2:13]1)=[O:8], predict the reactants needed to synthesize it. (5) The reactants are: Cl.[NH2:2][C:3]([C@@H:5]1[CH2:9][C@H:8]([F:10])[CH2:7][NH:6]1)=[O:4].[C:11]1([CH2:24][O:25][C:26]([NH:28][C@@H:29]([C@@H:33]([CH3:36])[CH2:34][CH3:35])[C:30](O)=[O:31])=[O:27])[C:23]2[CH2:22][C:21]3[C:16](=[CH:17][CH:18]=[CH:19][CH:20]=3)[C:15]=2[CH:14]=[CH:13][CH:12]=1.O.ON1C2C=CC=CC=2N=N1.Cl.CNC(NC)CCN=C=NCC.C(N(C(C)C)CC)(C)C. Given the product [NH2:2][C:3]([C@@H:5]1[CH2:9][C@H:8]([F:10])[CH2:7][N:6]1[C:30](=[O:31])[C@@H:29]([NH:28][C:26]([O:25][CH2:24][C:11]1[C:23]2[CH2:22][C:21]3[C:16](=[CH:17][CH:18]=[CH:19][CH:20]=3)[C:15]=2[CH:14]=[CH:13][CH:12]=1)=[O:27])[C@@H:33]([CH3:36])[CH2:34][CH3:35])=[O:4], predict the reactants needed to synthesize it. (6) Given the product [F:23][C:3]([C:2]([F:1])([F:24])[F:25])([C:19]([F:21])([F:22])[F:20])[CH2:4][CH:5]([C:15]([F:16])([F:17])[F:18])[CH2:6][CH:7]([C:11]([F:14])([F:13])[F:12])[CH2:8][CH2:30][SH:31], predict the reactants needed to synthesize it. The reactants are: [F:1][C:2]([F:25])([F:24])[C:3]([F:23])([C:19]([F:22])([F:21])[F:20])[CH2:4][CH:5]([C:15]([F:18])([F:17])[F:16])[CH2:6][CH:7]([C:11]([F:14])([F:13])[F:12])[CH2:8]CI.C(O)C.N[C:30](N)=[S:31]. (7) Given the product [F:1][C:2]1[CH:7]=[CH:6][CH:5]=[C:4]([CH3:8])[C:3]=1[NH2:9], predict the reactants needed to synthesize it. The reactants are: [F:1][C:2]1[CH:7]=[CH:6][CH:5]=[C:4]([CH3:8])[C:3]=1[NH:9]C(=O)OC(C)(C)C.